Dataset: Forward reaction prediction with 1.9M reactions from USPTO patents (1976-2016). Task: Predict the product of the given reaction. (1) Given the reactants [H-].[Na+].[CH2:3]([OH:8])[C:4]([F:7])([F:6])[F:5].[Cl:9][C:10]1[CH:15]=[C:14]([CH2:16]Cl)[CH:13]=[C:12]([F:18])[CH:11]=1.O, predict the reaction product. The product is: [Cl:9][C:10]1[CH:15]=[C:14]([CH2:16][O:8][CH2:3][C:4]([F:7])([F:6])[F:5])[CH:13]=[C:12]([F:18])[CH:11]=1. (2) Given the reactants [C:1]([C:5]1[C:9]([CH2:10][CH2:11][CH2:12][OH:13])=[CH:8][N:7]([C:14]2[CH:19]=[CH:18][C:17]([C:20]([F:23])([F:22])[F:21])=[CH:16][N:15]=2)[N:6]=1)([CH3:4])([CH3:3])[CH3:2].O[C:25]1[C:30]([O:31][CH3:32])=[CH:29][CH:28]=[CH:27][C:26]=1[CH2:33][C:34]([O:36]C)=[O:35].C(P(CCCC)CCCC)CCC.N(C(N1CCCCC1)=O)=NC(N1CCCCC1)=O, predict the reaction product. The product is: [C:1]([C:5]1[C:9]([CH2:10][CH2:11][CH2:12][O:13][C:25]2[C:30]([O:31][CH3:32])=[CH:29][CH:28]=[CH:27][C:26]=2[CH2:33][C:34]([OH:36])=[O:35])=[CH:8][N:7]([C:14]2[CH:19]=[CH:18][C:17]([C:20]([F:21])([F:22])[F:23])=[CH:16][N:15]=2)[N:6]=1)([CH3:4])([CH3:2])[CH3:3]. (3) Given the reactants [Cl:1][C:2]1[CH:3]=[C:4]2[C:9](=[C:10](Cl)[N:11]=1)[C:8](=[O:13])[NH:7][CH:6]=[CH:5]2.[NH2:14][C:15]1[CH:20]=[CH:19][C:18]([N:21]2[CH2:26][CH2:25][N:24]([C:27]([O:29][C:30]([CH3:33])([CH3:32])[CH3:31])=[O:28])[CH2:23][CH2:22]2)=[CH:17][CH:16]=1.C(N(C(C)C)C(C)C)C, predict the reaction product. The product is: [Cl:1][C:2]1[N:11]=[C:10]([NH:14][C:15]2[CH:20]=[CH:19][C:18]([N:21]3[CH2:26][CH2:25][N:24]([C:27]([O:29][C:30]([CH3:33])([CH3:32])[CH3:31])=[O:28])[CH2:23][CH2:22]3)=[CH:17][CH:16]=2)[C:9]2[C:8](=[O:13])[NH:7][CH:6]=[CH:5][C:4]=2[CH:3]=1. (4) Given the reactants [C:1]([O-:4])(=[S:3])[CH3:2].[K+].Br[CH2:7][CH:8]([CH:12]1[CH2:16][CH2:15][CH2:14][CH2:13]1)[C:9]([OH:11])=[O:10].O, predict the reaction product. The product is: [C:1]([S:3][CH2:7][CH:8]([CH:12]1[CH2:16][CH2:15][CH2:14][CH2:13]1)[C:9]([OH:11])=[O:10])(=[O:4])[CH3:2].